Regression. Given two drug SMILES strings and cell line genomic features, predict the synergy score measuring deviation from expected non-interaction effect. From a dataset of NCI-60 drug combinations with 297,098 pairs across 59 cell lines. Drug 1: C1C(C(OC1N2C=C(C(=O)NC2=O)F)CO)O. Drug 2: CC(C)CN1C=NC2=C1C3=CC=CC=C3N=C2N. Cell line: MOLT-4. Synergy scores: CSS=48.7, Synergy_ZIP=6.53, Synergy_Bliss=6.84, Synergy_Loewe=-24.0, Synergy_HSA=5.94.